Dataset: Reaction yield outcomes from USPTO patents with 853,638 reactions. Task: Predict the reaction yield, written as a fraction of the theoretical maximum amount of product (1.0 means a 100% yield; for example, 0.34 means a 34% yield). The reactants are O=[C:2]([CH2:6][CH3:7])[CH:3]=[N:4]O.[CH3:8][C:9]1([CH3:17])[CH2:14][C:13](=[O:15])[CH2:12][C:11](=O)[CH2:10]1. The catalyst is C(O)(=O)C.O.[Zn]. The product is [CH2:6]([C:2]1[C:12]2[C:13](=[O:15])[CH2:14][C:9]([CH3:17])([CH3:8])[CH2:10][C:11]=2[NH:4][CH:3]=1)[CH3:7]. The yield is 0.500.